This data is from Reaction yield outcomes from USPTO patents with 853,638 reactions. The task is: Predict the reaction yield, written as a fraction of the theoretical maximum amount of product (1.0 means a 100% yield; for example, 0.34 means a 34% yield). (1) The reactants are [C:1]([C:3]1[CH:4]=[C:5]([CH:10]=[CH:11][C:12]=1[O:13][CH:14]([CH3:16])[CH3:15])[C:6]([O:8][CH3:9])=[O:7])#[N:2].[OH-].[Na+].FC(F)(F)C(OC1[C:29]([F:30])=[C:28]([F:31])[C:27]([F:32])=[C:26]([F:33])[C:25]=1[F:34])=O.C(N(CC)CC)C. The catalyst is CO.O. The product is [C:1]([C:3]1[CH:4]=[C:5]([CH:10]=[CH:11][C:12]=1[O:13][CH:14]([CH3:16])[CH3:15])[C:6]([O:8][C:9]1[C:29]([F:30])=[C:28]([F:31])[C:27]([F:32])=[C:26]([F:33])[C:25]=1[F:34])=[O:7])#[N:2]. The yield is 0.835. (2) The reactants are [N:1]([O-])=O.[Na+].[NH2:5][C:6]1[CH:15]=[CH:14][C:9]([C:10]([O:12][CH3:13])=[O:11])=[CH:8][C:7]=1[CH3:16].[H+].[B-:18]([F:22])([F:21])([F:20])[F:19]. The catalyst is O. The product is [F:19][B-:18]([F:22])([F:21])[F:20].[CH3:13][O:12][C:10]([C:9]1[CH:14]=[CH:15][C:6]([N+:5]#[N:1])=[C:7]([CH3:16])[CH:8]=1)=[O:11]. The yield is 0.900. (3) The catalyst is CCOC(C)=O. The reactants are Cl[C:2]1[CH:3]=[C:4]([CH:7]=[C:8]([Cl:10])[N:9]=1)[C:5]#[N:6].CN1C(=O)CCC1.[F:18][C:19]1[CH:20]=[C:21]([CH2:25][NH2:26])[CH:22]=[CH:23][CH:24]=1. The product is [Cl:10][C:8]1[CH:7]=[C:4]([CH:3]=[C:2]([NH:26][CH2:25][C:21]2[CH:22]=[CH:23][CH:24]=[C:19]([F:18])[CH:20]=2)[N:9]=1)[C:5]#[N:6]. The yield is 0.950. (4) The reactants are [C:1](=O)([O:27]C1C=CC([N+]([O-])=O)=CC=1)[O:2][CH:3]([C:23]([O:25][CH3:26])=[O:24])[CH2:4][C:5]1[CH:13]=[C:12]([CH3:14])[C:11]2[C:7](=[CH:8][N:9]([CH2:15][O:16][CH2:17][CH2:18][Si:19]([CH3:22])([CH3:21])[CH3:20])[N:10]=2)[CH:6]=1.Cl.[NH:39]1[CH2:44][CH2:43][CH:42]([C:45]2[C:46](=[O:55])[NH:47][C:48]3[C:53]([CH:54]=2)=[CH:52][CH:51]=[CH:50][CH:49]=3)[CH2:41][CH2:40]1.C(N(C(C)C)CC)(C)C. No catalyst specified. The product is [O:55]=[C:46]1[C:45]([CH:42]2[CH2:43][CH2:44][N:39]([C:1]([O:2][C@H:3]([CH2:4][C:5]3[CH:13]=[C:12]([CH3:14])[C:11]4[C:7](=[CH:8][N:9]([CH2:15][O:16][CH2:17][CH2:18][Si:19]([CH3:21])([CH3:22])[CH3:20])[N:10]=4)[CH:6]=3)[C:23]([O:25][CH3:26])=[O:24])=[O:27])[CH2:40][CH2:41]2)=[CH:54][C:53]2[C:48](=[CH:49][CH:50]=[CH:51][CH:52]=2)[NH:47]1. The yield is 0.300. (5) The reactants are [C:1]([O:4][C@@H:5]1[C@@H:12]([O:13][C:14](=[O:16])[CH3:15])[C@H:11]([O:17][C:18](=[O:20])[CH3:19])[C@@H:10]([CH2:21][N:22]=[N+:23]=[N-:24])[O:9][C@@H:6]1OC)(=[O:3])[CH3:2].S(=O)(=O)(O)O.[C:30]([OH:33])(=[O:32])[CH3:31]. The catalyst is C(OC(=O)C)(=O)C. The product is [C:30]([O:33][C@H:6]1[O:9][C@H:10]([CH2:21][N:22]=[N+:23]=[N-:24])[C@@H:11]([O:17][C:18](=[O:20])[CH3:19])[C@H:12]([O:13][C:14](=[O:16])[CH3:15])[C@H:5]1[O:4][C:1](=[O:3])[CH3:2])(=[O:32])[CH3:31]. The yield is 0.820. (6) The yield is 0.600. The catalyst is CC(C)=O. The product is [F:16][C:5]1[CH:4]=[C:3]([CH2:2][CH:19]2[CH2:20][CH2:21][CH2:22][C:18]2=[O:17])[C:8]([F:9])=[CH:7][C:6]=1[CH:10]([CH3:15])[C:11]([OH:13])=[O:12]. The reactants are Br[CH2:2][C:3]1[C:8]([F:9])=[CH:7][C:6]([CH:10]([CH3:15])[C:11]([O:13]C)=[O:12])=[C:5]([F:16])[CH:4]=1.[O:17]=[C:18]1[CH2:22][CH2:21][CH2:20][CH:19]1C(OC)=O.C(=O)([O-])[O-].[K+].[K+]. (7) The reactants are [CH3:1][O:2][C:3](=[O:16])[C:4]1[CH:9]=[C:8](I)[C:7]([C:11]([F:14])([F:13])[F:12])=[CH:6][C:5]=1[NH2:15].[CH3:17][N:18]1[C:22]([Sn](CCCC)(CCCC)CCCC)=[CH:21][C:20]([CH3:36])=[N:19]1. The catalyst is O1CCOCC1. The product is [CH3:1][O:2][C:3](=[O:16])[C:4]1[CH:9]=[C:8]([C:22]2[N:18]([CH3:17])[N:19]=[C:20]([CH3:36])[CH:21]=2)[C:7]([C:11]([F:14])([F:13])[F:12])=[CH:6][C:5]=1[NH2:15]. The yield is 0.720. (8) The product is [CH3:11][C:10]1([CH3:15])[O:5][CH2:4][CH:3]([CH2:6][CH2:7][OH:8])[CH2:2][O:1]1. The yield is 0.220. The catalyst is CC(C)=O. The reactants are [OH:1][CH2:2][CH:3]([CH2:6][CH2:7][OH:8])[CH2:4][OH:5].O.[C:10]1(C)[CH:15]=CC(S(O)(=O)=O)=C[CH:11]=1.C(N(CC)CC)C.